From a dataset of NCI-60 drug combinations with 297,098 pairs across 59 cell lines. Regression. Given two drug SMILES strings and cell line genomic features, predict the synergy score measuring deviation from expected non-interaction effect. (1) Drug 1: CC12CCC3C(C1CCC2=O)CC(=C)C4=CC(=O)C=CC34C. Drug 2: C1C(C(OC1N2C=NC3=C(N=C(N=C32)Cl)N)CO)O. Cell line: HCT116. Synergy scores: CSS=39.2, Synergy_ZIP=-1.04, Synergy_Bliss=4.28, Synergy_Loewe=-2.98, Synergy_HSA=3.22. (2) Drug 1: CN(CCCl)CCCl.Cl. Drug 2: CC1CCCC2(C(O2)CC(NC(=O)CC(C(C(=O)C(C1O)C)(C)C)O)C(=CC3=CSC(=N3)C)C)C. Cell line: A549. Synergy scores: CSS=52.8, Synergy_ZIP=-7.58, Synergy_Bliss=-8.60, Synergy_Loewe=-7.26, Synergy_HSA=-4.57.